Predict the reaction yield, written as a fraction of the theoretical maximum amount of product (1.0 means a 100% yield; for example, 0.34 means a 34% yield). From a dataset of Reaction yield outcomes from USPTO patents with 853,638 reactions. (1) The reactants are [F:1][C:2]([F:11])([F:10])[C:3]1[CH:8]=[CH:7][C:6]([CH3:9])=[CH:5][CH:4]=1.C(O)(C(F)(F)F)=O.OS(O)(=O)=O.C1C(=O)N([Br:31])C(=O)C1. No catalyst specified. The product is [Br:31][C:5]1[CH:4]=[C:3]([C:2]([F:10])([F:11])[F:1])[CH:8]=[CH:7][C:6]=1[CH3:9]. The yield is 0.590. (2) The reactants are [F:1][C:2]1[CH:7]=[CH:6][CH:5]=[CH:4][C:3]=1[C:8]1[C:13]([N+:14]([O-])=O)=[CH:12][CH:11]=[C:10]([N:17]2[CH2:22][CH2:21][N:20]([CH3:23])[CH2:19][CH2:18]2)[CH:9]=1.[C:24]([C:26]1[O:30][C:29]([C:31](O)=[O:32])=[CH:28][CH:27]=1)#[N:25].C(Cl)(=O)C(Cl)=O.CCN(C(C)C)C(C)C. The catalyst is [Pd].CO.ClCCl.CN(C=O)C. The product is [F:1][C:2]1[CH:7]=[CH:6][CH:5]=[CH:4][C:3]=1[C:8]1[CH:9]=[C:10]([N:17]2[CH2:22][CH2:21][N:20]([CH3:23])[CH2:19][CH2:18]2)[CH:11]=[CH:12][C:13]=1[NH:14][C:31]([C:29]1[O:30][C:26]([C:24]#[N:25])=[CH:27][CH:28]=1)=[O:32]. The yield is 0.770. (3) The reactants are [BrH:1].[Cl:2][C:3]1[CH:12]=[C:11]([C:13](=[O:17])[CH:14]=[N+]=[N-])[CH:10]=[CH:9][C:4]=1[C:5]([O:7][CH3:8])=[O:6]. The catalyst is CCOCC. The product is [Br:1][CH2:14][C:13]([C:11]1[CH:10]=[CH:9][C:4]([C:5]([O:7][CH3:8])=[O:6])=[C:3]([Cl:2])[CH:12]=1)=[O:17]. The yield is 0.790. (4) The reactants are [Cl:1][C:2]1[CH:3]=[N:4][CH:5]=[C:6]([Cl:9])[C:7]=1[CH3:8].C([N-]C(C)C)(C)C.[Li+].[CH3:18][O:19][C:20]1[CH:21]=[C:22]([CH:26]=[CH:27][C:28]=1[O:29][CH3:30])[C:23](Cl)=[O:24].O. The catalyst is O1CCCC1. The product is [Cl:1][C:2]1[CH:3]=[N:4][CH:5]=[C:6]([Cl:9])[C:7]=1[CH2:8][C:23]([C:22]1[CH:26]=[CH:27][C:28]([O:29][CH3:30])=[C:20]([O:19][CH3:18])[CH:21]=1)=[O:24]. The yield is 0.520. (5) The reactants are [C:1]([O:5][C:6](=[O:112])[CH2:7][N:8]([CH2:104][C:105](=[O:111])[O:106][C:107]([CH3:110])([CH3:109])[CH3:108])[C:9](=[O:103])[CH2:10][N:11]1[CH:15]=[CH:14][N:13]=[C:12]1[CH2:16][N:17]([CH2:77][C:78]1[N:79]([CH2:83][C:84](=[O:102])[N:85]([CH2:94][C:95](=[O:101])[O:96][C:97]([CH3:100])([CH3:99])[CH3:98])[CH2:86][C:87](=[O:93])[O:88][C:89]([CH3:92])([CH3:91])[CH3:90])[CH:80]=[CH:81][N:82]=1)[CH2:18][CH2:19][CH2:20][CH2:21][C@@H:22]([C:41](=[O:76])[NH:42][CH2:43][CH2:44][CH2:45][CH2:46][C@@H:47]([C:69]([O:71][C:72]([CH3:75])([CH3:74])[CH3:73])=[O:70])[NH:48][C:49](=[O:68])[NH:50][C@H:51]([C:61]([O:63][C:64]([CH3:67])([CH3:66])[CH3:65])=[O:62])[CH2:52][CH2:53][C:54]([O:56][C:57]([CH3:60])([CH3:59])[CH3:58])=[O:55])[NH:23]C(=O)OCC1C2C=CC=CC=2C2C1=CC=CC=2)([CH3:4])([CH3:3])[CH3:2].N1CCCCC1. The catalyst is CN(C=O)C. The product is [NH2:23][C@H:22]([C:41](=[O:76])[NH:42][CH2:43][CH2:44][CH2:45][CH2:46][C@@H:47]([C:69]([O:71][C:72]([CH3:75])([CH3:74])[CH3:73])=[O:70])[NH:48][C:49](=[O:68])[NH:50][C@H:51]([C:61]([O:63][C:64]([CH3:67])([CH3:66])[CH3:65])=[O:62])[CH2:52][CH2:53][C:54]([O:56][C:57]([CH3:60])([CH3:59])[CH3:58])=[O:55])[CH2:21][CH2:20][CH2:19][CH2:18][N:17]([CH2:77][C:78]1[N:79]([CH2:83][C:84]([N:85]([CH2:86][C:87]([O:88][C:89]([CH3:90])([CH3:91])[CH3:92])=[O:93])[CH2:94][C:95](=[O:101])[O:96][C:97]([CH3:98])([CH3:99])[CH3:100])=[O:102])[CH:80]=[CH:81][N:82]=1)[CH2:16][C:12]1[N:11]([CH2:10][C:9]([N:8]([CH2:104][C:105]([O:106][C:107]([CH3:109])([CH3:108])[CH3:110])=[O:111])[CH2:7][C:6](=[O:112])[O:5][C:1]([CH3:2])([CH3:4])[CH3:3])=[O:103])[CH:15]=[CH:14][N:13]=1. The yield is 0.250. (6) The reactants are [H-].[Al+3].[Li+].[H-].[H-].[H-].C[O:8][C:9](=O)[C:10]1[CH:15]=[CH:14][C:13]([CH2:16][O:17][CH3:18])=[N:12][C:11]=1[NH2:19].N. The catalyst is O1CCCC1. The product is [NH2:19][C:11]1[C:10]([CH2:9][OH:8])=[CH:15][CH:14]=[C:13]([CH2:16][O:17][CH3:18])[N:12]=1. The yield is 1.00. (7) The reactants are FC(F)(F)C(O)=O.C(OC([N:15]1[C:20]2[CH:21]=[C:22]([Cl:28])[C:23]([N:25]([CH3:27])[CH3:26])=[CH:24][C:19]=2[O:18][CH:17]([C:29]([N:31]2[CH2:36][CH2:35][C:34]([C:45]#[N:46])([CH2:37][C:38]3[CH:39]=[N:40][C:41]([F:44])=[CH:42][CH:43]=3)[CH2:33][CH2:32]2)=[O:30])[CH2:16]1)=O)(C)(C)C. The catalyst is C(Cl)Cl. The product is [Cl:28][C:22]1[C:23]([N:25]([CH3:26])[CH3:27])=[CH:24][C:19]2[O:18][CH:17]([C:29]([N:31]3[CH2:36][CH2:35][C:34]([CH2:37][C:38]4[CH:39]=[N:40][C:41]([F:44])=[CH:42][CH:43]=4)([C:45]#[N:46])[CH2:33][CH2:32]3)=[O:30])[CH2:16][NH:15][C:20]=2[CH:21]=1. The yield is 0.610. (8) The reactants are [F:1][C:2]1[CH:7]=[CH:6][C:5]([OH:8])=[CH:4][CH:3]=1.Br[CH2:10][CH:11]([O:14][CH3:15])[O:12][CH3:13].C([O-])([O-])=O.[K+].[K+]. The catalyst is C(#N)C. The product is [CH3:13][O:12][CH:11]([O:14][CH3:15])[CH2:10][O:8][C:5]1[CH:6]=[CH:7][C:2]([F:1])=[CH:3][CH:4]=1. The yield is 0.600. (9) The reactants are Cl[CH2:2][CH2:3][CH2:4][CH2:5][N:6]1[C:10]2[CH:11]=[CH:12][CH:13]=[CH:14][C:9]=2[N:8]=[N:7]1.[N:15]1[C:24]2[C:19](=[CH:20][CH:21]=[CH:22][CH:23]=2)[N:18]=[CH:17][C:16]=1[CH:25]1[CH2:30][CH2:29][NH:28][CH2:27][CH2:26]1.C(N(C(C)C)CC)(C)C.[I-].[K+]. The catalyst is C(#N)C. The product is [N:6]1([CH2:5][CH2:4][CH2:3][CH2:2][N:28]2[CH2:27][CH2:26][CH:25]([C:16]3[CH:17]=[N:18][C:19]4[C:24](=[CH:23][CH:22]=[CH:21][CH:20]=4)[N:15]=3)[CH2:30][CH2:29]2)[C:10]2[CH:11]=[CH:12][CH:13]=[CH:14][C:9]=2[N:8]=[N:7]1. The yield is 0.627.